Predict the reaction yield, written as a fraction of the theoretical maximum amount of product (1.0 means a 100% yield; for example, 0.34 means a 34% yield). From a dataset of Reaction yield outcomes from USPTO patents with 853,638 reactions. (1) The reactants are P(Cl)(Cl)([Cl:3])=O.[CH2:6]([O:8][C:9]([C:11]1[C:16](O)=[C:15]([CH3:18])[C:14](=[O:19])[N:13]([CH3:20])[C:12]=1[CH3:21])=[O:10])[CH3:7]. No catalyst specified. The product is [CH2:6]([O:8][C:9]([C:11]1[C:16]([Cl:3])=[C:15]([CH3:18])[C:14](=[O:19])[N:13]([CH3:20])[C:12]=1[CH3:21])=[O:10])[CH3:7]. The yield is 0.890. (2) The reactants are [BH4-].[Na+].[F:3][C:4]([F:21])([F:20])[O:5][CH:6]1[CH2:9][N:8]([C:10]2[N:15]=[CH:14][N:13]=[C:12]([C:16](OC)=[O:17])[CH:11]=2)[CH2:7]1. The catalyst is CO. The product is [F:21][C:4]([F:3])([F:20])[O:5][CH:6]1[CH2:7][N:8]([C:10]2[N:15]=[CH:14][N:13]=[C:12]([CH2:16][OH:17])[CH:11]=2)[CH2:9]1. The yield is 0.740.